Dataset: Reaction yield outcomes from USPTO patents with 853,638 reactions. Task: Predict the reaction yield, written as a fraction of the theoretical maximum amount of product (1.0 means a 100% yield; for example, 0.34 means a 34% yield). (1) The reactants are [OH:1][CH2:2][C:3]1[CH:8]=[CH:7][CH:6]=[CH:5][C:4]=1[Si:9]([CH3:19])([CH3:18])/[CH:10]=[CH:11]/[CH2:12][CH2:13][CH2:14][CH2:15][CH2:16][CH3:17].C1(C#C)C=CC=CC=1.C[SiH](C)C1C=CC=CC=1COC1CCCCO1.C#CCCCCCC. The catalyst is CCCCCC.C(OCC)(=O)C. The product is [OH:1][CH2:2][C:3]1[CH:8]=[CH:7][CH:6]=[CH:5][C:4]=1[Si:9]([CH3:18])([CH3:19])/[CH:10]=[CH:11]/[C:12]1[CH:17]=[CH:16][CH:15]=[CH:14][CH:13]=1. The yield is 0.840. (2) The reactants are Br[C:2]1[CH:10]=[C:9]([C:11]([F:14])([F:13])[F:12])[CH:8]=[CH:7][C:3]=1[C:4]([OH:6])=[O:5].[C:15]1(B(O)O)[CH:20]=[CH:19][CH:18]=[CH:17][CH:16]=1.C1(P(C2CCCCC2)C2C=CC=CC=2C2C(OC)=CC=CC=2OC)CCCCC1. The catalyst is O1CCOCC1.C(=O)([O-])[O-].[Na+].[Na+].C(OCC)(=O)C.O.C([O-])(=O)C.[Pd+2].C([O-])(=O)C. The product is [F:12][C:11]([F:14])([F:13])[C:9]1[CH:10]=[C:2]([C:15]2[CH:20]=[CH:19][CH:18]=[CH:17][CH:16]=2)[C:3]([C:4]([OH:6])=[O:5])=[CH:7][CH:8]=1. The yield is 0.640. (3) The reactants are Br[CH2:2][C:3]1[S:11][C:10]2[C:9]([N:12]3[CH2:17][CH2:16][O:15][CH2:14][CH2:13]3)=[N:8][C:7]([Cl:18])=[N:6][C:5]=2[CH:4]=1.[CH3:19][C@H:20]1[CH2:25][NH:24][CH2:23][C@@H:22]([CH3:26])[NH:21]1.C(=O)([O-])[O-].[K+].[K+]. The catalyst is CN(C=O)C. The product is [Cl:18][C:7]1[N:8]=[C:9]([N:12]2[CH2:17][CH2:16][O:15][CH2:14][CH2:13]2)[C:10]2[S:11][C:3]([CH2:2][N:24]3[CH2:23][C@H:22]([CH3:26])[NH:21][C@H:20]([CH3:19])[CH2:25]3)=[CH:4][C:5]=2[N:6]=1. The yield is 0.770. (4) The reactants are Br[N:2]([NH:6][C:7]1[CH:12]=[CH:11][CH:10]=[CH:9][CH:8]=1)[C:3]([NH2:5])=[O:4].N1[CH:18]=[C:17](B(O)O)[CH:16]=[N:15][CH:14]=1.[CH3:22]N(C=O)C.CCN(CC)CC. The catalyst is CCOC(C)=O.C1C=CC(P(C2C=CC=CC=2)[C-]2C=CC=C2)=CC=1.C1C=CC(P(C2C=CC=CC=2)[C-]2C=CC=C2)=CC=1.Cl[Pd]Cl.[Fe+2]. The product is [N:15]1[CH:14]=[CH:22][CH:18]=[CH:17][C:16]=1[N:2]([NH:6][C:7]1[CH:12]=[CH:11][CH:10]=[CH:9][CH:8]=1)[C:3]([NH2:5])=[O:4]. The yield is 0.100.